From a dataset of Reaction yield outcomes from USPTO patents with 853,638 reactions. Predict the reaction yield, written as a fraction of the theoretical maximum amount of product (1.0 means a 100% yield; for example, 0.34 means a 34% yield). (1) The reactants are [C:1]([C:3]1[N:8]=[C:7]([NH:9][CH3:10])[C:6]2[C:11]([C:30]([O:32]C)=O)=[N:12][N:13]([C:14]3[CH:19]=[CH:18][CH:17]=[C:16]([C:20]#[C:21][C@:22]4([OH:29])[CH2:26][CH2:25][N:24]([CH3:27])[C:23]4=[O:28])[CH:15]=3)[C:5]=2[CH:4]=1)#[N:2].[NH3:34]. No catalyst specified. The product is [C:1]([C:3]1[N:8]=[C:7]([NH:9][CH3:10])[C:6]2[C:11]([C:30]([NH2:34])=[O:32])=[N:12][N:13]([C:14]3[CH:19]=[CH:18][CH:17]=[C:16]([C:20]#[C:21][C@:22]4([OH:29])[CH2:26][CH2:25][N:24]([CH3:27])[C:23]4=[O:28])[CH:15]=3)[C:5]=2[CH:4]=1)#[N:2]. The yield is 0.120. (2) The reactants are [C:1]([O:5][C:6]([N:8]1[CH2:13][CH2:12][N:11]([C:14]2[CH:19]=[CH:18][C:17]([C:20]#[N:21])=[CH:16][CH:15]=2)[CH2:10][CH2:9]1)=[O:7])([CH3:4])([CH3:3])[CH3:2].C[Sn]([N:26]=[N+:27]=[N-:28])(C)C. The catalyst is C1(C)C(C)=CC=CC=1. The product is [C:1]([O:5][C:6]([N:8]1[CH2:9][CH2:10][N:11]([C:14]2[CH:15]=[CH:16][C:17]([C:20]3[N:26]=[N:27][NH:28][N:21]=3)=[CH:18][CH:19]=2)[CH2:12][CH2:13]1)=[O:7])([CH3:4])([CH3:2])[CH3:3]. The yield is 0.870. (3) The product is [C:1]([O:5][C:6](=[O:30])[CH2:7][C@H:8]([CH2:9][C@H:10]([CH3:14])[CH2:11][CH2:12][CH3:13])[C:15]([OH:16])=[O:36])([CH3:2])([CH3:3])[CH3:4]. The catalyst is O.C1COCC1.CCOCC.CCCCCC. The reactants are [C:1]([O:5][C:6](=[O:30])[CH2:7][C@@H:8]([C:15](N1[C@H](C)[C@H](C2C=CC=CC=2)OC1=O)=[O:16])[CH2:9][C@H:10]([CH3:14])[CH2:11][CH2:12][CH3:13])([CH3:4])([CH3:3])[CH3:2].[Li+].[OH-].OO.S(=O)(O)[O-:36].[Na+].S([O-])([O-])=O.[Na+].[Na+]. The yield is 0.930. (4) The reactants are [OH-].[Na+].[CH3:3][O:4][C:5]1[CH:6]=[C:7]([CH2:13][NH:14][C:15]([C:17]2[CH:18]=[N:19][C:20]3[C:25]([C:26]=2[NH:27][C:28]2[CH:29]=[C:30]([CH:36]=[CH:37][CH:38]=2)[C:31]([O:33]CC)=[O:32])=[CH:24][CH:23]=[C:22]([C:39]2[C:40]([CH3:45])=[N:41][O:42][C:43]=2[CH3:44])[CH:21]=3)=[O:16])[CH:8]=[C:9]([O:11][CH3:12])[CH:10]=1. The catalyst is C(O)C. The product is [CH3:12][O:11][C:9]1[CH:8]=[C:7]([CH2:13][NH:14][C:15]([C:17]2[CH:18]=[N:19][C:20]3[C:25]([C:26]=2[NH:27][C:28]2[CH:29]=[C:30]([CH:36]=[CH:37][CH:38]=2)[C:31]([OH:33])=[O:32])=[CH:24][CH:23]=[C:22]([C:39]2[C:40]([CH3:45])=[N:41][O:42][C:43]=2[CH3:44])[CH:21]=3)=[O:16])[CH:6]=[C:5]([O:4][CH3:3])[CH:10]=1. The yield is 0.491. (5) The reactants are Cl[CH2:2][CH2:3][CH2:4][N:5]1[C:14]2[C:9](=[CH:10][C:11]([F:15])=[CH:12][CH:13]=2)[CH2:8][CH2:7][C:6]1=[O:16].[CH2:17]([O:20][CH:21]1[CH2:26][CH2:25][NH:24][CH2:23][CH2:22]1)[CH2:18][CH3:19].C([O-])([O-])=O.[K+].[K+]. The catalyst is CC#N. The product is [F:15][C:11]1[CH:10]=[C:9]2[C:14](=[CH:13][CH:12]=1)[N:5]([CH2:4][CH2:3][CH2:2][N:24]1[CH2:25][CH2:26][CH:21]([O:20][CH2:17][CH2:18][CH3:19])[CH2:22][CH2:23]1)[C:6](=[O:16])[CH2:7][CH2:8]2. The yield is 0.470. (6) The reactants are Cl.CO[C:4]([C:6]1[N:7]([CH2:27][CH2:28][NH2:29])[C:8]2[C:13]([C:14]=1[C:15]1[CH:20]=[CH:19][C:18]([O:21][CH3:22])=[CH:17][CH:16]=1)=[CH:12][C:11](OC)=[C:10]([O:25][CH3:26])[CH:9]=2)=[O:5].[C:30]([O-])([O-])=[O:31].[K+].[K+].C[Al](C)C. The catalyst is O.C1(C)C=CC=CC=1. The product is [CH3:22][O:21][C:18]1[C:19]([O:31][CH3:30])=[CH:20][C:15]2[C:14]([C:13]3[CH:8]=[CH:9][C:10]([O:25][CH3:26])=[CH:11][CH:12]=3)=[C:6]3[C:4](=[O:5])[NH:29][CH2:28][CH2:27][N:7]3[C:16]=2[CH:17]=1. The yield is 0.640. (7) The product is [ClH:26].[F:1][C:2]1[CH:7]=[CH:6][C:5]([NH:8][C:9]([NH:10][O:11][CH:12]2[CH2:17][CH2:16][NH:15][CH2:14][CH2:13]2)=[O:25])=[CH:4][CH:3]=1. The reactants are [F:1][C:2]1[CH:7]=[CH:6][C:5]([NH:8][C:9](=[O:25])[NH:10][O:11][CH:12]2[CH2:17][CH2:16][N:15](C(OC(C)(C)C)=O)[CH2:14][CH2:13]2)=[CH:4][CH:3]=1.[ClH:26]. The catalyst is O1CCOCC1. The yield is 0.900.